Dataset: Catalyst prediction with 721,799 reactions and 888 catalyst types from USPTO. Task: Predict which catalyst facilitates the given reaction. (1) Reactant: [CH3:1][CH:2]1[C:8]2=[C:9]3[C:13](=[CH:14][CH:15]=[C:7]2[O:6][CH2:5][CH2:4][N:3]1[C:16]([O:18][C:19]([CH3:22])([CH3:21])[CH3:20])=[O:17])[NH:12][CH:11]=[CH:10]3.[H-].[Na+].[Cl:25][C:26]1[CH:31]=[C:30]([Cl:32])[CH:29]=[CH:28][C:27]=1[S:33](Cl)(=[O:35])=[O:34]. Product: [Cl:25][C:26]1[CH:31]=[C:30]([Cl:32])[CH:29]=[CH:28][C:27]=1[S:33]([N:12]1[C:13]2[C:9](=[C:8]3[CH:2]([CH3:1])[N:3]([C:16]([O:18][C:19]([CH3:21])([CH3:20])[CH3:22])=[O:17])[CH2:4][CH2:5][O:6][C:7]3=[CH:15][CH:14]=2)[CH:10]=[CH:11]1)(=[O:35])=[O:34]. The catalyst class is: 3. (2) Reactant: [Cl:1][C:2]1[CH:3]=[C:4]([NH:8][C:9]2[C:18]3[C:13](=[CH:14][N:15]=[CH:16][CH:17]=3)[C:12]3=[CH:19][CH:20]=[CH:21][C:22]([C:23]([O-:25])=[O:24])=[C:11]3[N:10]=2)[CH:5]=[CH:6][CH:7]=1.[OH-].[Na+].O.Cl. Product: [Cl:1][C:2]1[CH:3]=[C:4]([NH:8][C:9]2[C:18]3[C:13](=[CH:14][N:15]=[CH:16][CH:17]=3)[C:12]3=[CH:19][CH:20]=[CH:21][C:22]([C:23]([OH:25])=[O:24])=[C:11]3[N:10]=2)[CH:5]=[CH:6][CH:7]=1. The catalyst class is: 8. (3) Reactant: [Br:1][C:2]1[CH:3]=[C:4]([CH:7]=[CH:8][CH:9]=1)[CH:5]=O.[C:10]([OH:15])(=[O:14])[C:11]([CH3:13])=[O:12].[OH-].[K+:17]. Product: [K+:17].[Br:1][C:2]1[CH:3]=[C:4]([CH:5]=[CH:13][C:11](=[O:12])[C:10]([O-:15])=[O:14])[CH:7]=[CH:8][CH:9]=1. The catalyst class is: 5.